From a dataset of Reaction yield outcomes from USPTO patents with 853,638 reactions. Predict the reaction yield, written as a fraction of the theoretical maximum amount of product (1.0 means a 100% yield; for example, 0.34 means a 34% yield). (1) The reactants are [C:1]([C:3]1[CH:4]=[N:5][C:6]2[C:11]([C:12]=1[OH:13])=[C:10]([O:14][CH:15]1[CH2:20][CH2:19][O:18][CH2:17][CH2:16]1)[CH:9]=[C:8](F)[CH:7]=2)#[N:2].[N:22]1([CH2:28][CH2:29][CH2:30][OH:31])[CH2:27][CH2:26][O:25][CH2:24][CH2:23]1.CC(C)([O-])C.[K+].C(O)(=O)C. The catalyst is CS(C)=O.O. The product is [C:1]([C:3]1[CH:4]=[N:5][C:6]2[C:11]([C:12]=1[OH:13])=[C:10]([O:14][CH:15]1[CH2:20][CH2:19][O:18][CH2:17][CH2:16]1)[CH:9]=[C:8]([O:31][CH2:30][CH2:29][CH2:28][N:22]1[CH2:27][CH2:26][O:25][CH2:24][CH2:23]1)[CH:7]=2)#[N:2]. The yield is 0.440. (2) The reactants are [C:12]([O:11][C:9](O[C:9]([O:11][C:12]([CH3:15])([CH3:14])[CH3:13])=[O:10])=[O:10])([CH3:15])([CH3:14])[CH3:13].[NH2:16][C:17]1[S:18][CH:19]=[C:20]([C:22]2[CH:27]=[CH:26][C:25]([NH2:28])=[CH:24][CH:23]=2)[N:21]=1. The catalyst is CO. The product is [NH2:16][C:17]1[S:18][CH:19]=[C:20]([C:22]2[CH:23]=[CH:24][C:25]([NH:28][C:9]([O:11][C:12]([CH3:13])([CH3:14])[CH3:15])=[O:10])=[CH:26][CH:27]=2)[N:21]=1. The yield is 0.550. (3) The reactants are [NH:1]([C:11]([O:13][CH2:14][CH:15]1[C:27]2[C:22](=[CH:23][CH:24]=[CH:25][CH:26]=2)[C:21]2[C:16]1=[CH:17][CH:18]=[CH:19][CH:20]=2)=[O:12])[C@H:2]([C:8]([OH:10])=[O:9])[CH2:3][CH2:4][CH2:5][CH2:6][NH2:7].Cl.[S:29]1[CH:33]=[CH:32][N:31]=[C:30]1[CH:34]=O.[BH-](OC(C)=O)(OC(C)=O)OC(C)=O.[Na+].[C:50]([O:54][C:55]([CH3:58])([CH3:57])[CH3:56])(=[O:53])[CH:51]=O. The product is [CH:17]1[C:16]2[CH:15]([CH2:14][O:13][C:11](=[O:12])[NH:1][C@H:2]([C:8]([OH:10])=[O:9])[CH2:3][CH2:4][CH2:5][CH2:6][N:7]([CH2:34][C:30]3[S:29][CH:33]=[CH:32][N:31]=3)[CH2:51][C:50](=[O:53])[O:54][C:55]([CH3:58])([CH3:57])[CH3:56])[C:27]3[C:22](=[CH:23][CH:24]=[CH:25][CH:26]=3)[C:21]=2[CH:20]=[CH:19][CH:18]=1. The catalyst is ClCCCl.O. The yield is 0.210. (4) The reactants are Br[C:2]1[C:3]2[C:8]([C:9]([C:16]3[CH:21]=[CH:20][CH:19]=[CH:18][CH:17]=3)=[C:10]3[C:15]=1[CH:14]=[CH:13][CH:12]=[CH:11]3)=[CH:7][CH:6]=[CH:5][CH:4]=2.[C:22]([C:26]1[CH:31]=[CH:30][C:29]([C:32]#[CH:33])=[CH:28][CH:27]=1)([CH3:25])([CH3:24])[CH3:23].C1CCN2C(=NCCC2)CC1.C1(C)C=CC=CC=1. The catalyst is ClCCl.C1C=CC(P(C2C=CC=CC=2)C2C=CC=CC=2)=CC=1.C1C=CC(P(C2C=CC=CC=2)C2C=CC=CC=2)=CC=1.Cl[Pd]Cl.[Cu]I. The product is [C:16]1([C:9]2[C:10]3[C:15]([C:2]([C:33]#[C:32][C:29]4[CH:28]=[CH:27][C:26]([C:22]([CH3:25])([CH3:24])[CH3:23])=[CH:31][CH:30]=4)=[C:3]4[C:8]=2[CH:7]=[CH:6][CH:5]=[CH:4]4)=[CH:14][CH:13]=[CH:12][CH:11]=3)[CH:17]=[CH:18][CH:19]=[CH:20][CH:21]=1. The yield is 0.330. (5) No catalyst specified. The reactants are [NH:1]1[CH:5]=[C:4]([NH2:6])[CH:3]=[N:2]1.C(OC([NH:14][C:15]1[S:19][C:18]([C:20]2[C:25]([F:26])=[CH:24][CH:23]=[CH:22][C:21]=2[F:27])=[N:17][C:16]=1[C:28](O)=[O:29])=O)(C)(C)C.CN(C(ON1N=NC2C=CC=NC1=2)=[N+](C)C)C.F[P-](F)(F)(F)(F)F. The yield is 0.780. The product is [NH2:14][C:15]1[S:19][C:18]([C:20]2[C:25]([F:26])=[CH:24][CH:23]=[CH:22][C:21]=2[F:27])=[N:17][C:16]=1[C:28]([NH:6][C:4]1[CH:5]=[N:1][NH:2][CH:3]=1)=[O:29]. (6) The reactants are [NH:1]1[CH2:5][CH2:4][C@H:3]([N:6]([CH2:15][C:16]2[CH:21]=[CH:20][CH:19]=[CH:18][C:17]=2[C:22]([F:25])([F:24])[F:23])[C:7]2[CH:14]=[CH:13][C:10]([C:11]#[N:12])=[CH:9][CH:8]=2)[CH2:2]1.Br[CH2:27][C:28]1[CH:33]=[CH:32][CH:31]=[CH:30][N:29]=1. No catalyst specified. The product is [N:29]1[CH:30]=[CH:31][CH:32]=[CH:33][C:28]=1[CH2:27][N:1]1[CH2:5][CH2:4][C@H:3]([N:6]([CH2:15][C:16]2[CH:21]=[CH:20][CH:19]=[CH:18][C:17]=2[C:22]([F:24])([F:23])[F:25])[C:7]2[CH:8]=[CH:9][C:10]([C:11]#[N:12])=[CH:13][CH:14]=2)[CH2:2]1. The yield is 0.650. (7) The reactants are [CH:1]1([CH2:4][NH:5][C:6]2[CH:11]=[CH:10][C:9]([S:12]([CH2:15][CH3:16])(=[O:14])=[O:13])=[CH:8][C:7]=2[C:17]2[C:18]3[CH:27]=[CH:26][NH:25][C:19]=3[C:20](=[O:24])[N:21]([CH3:23])[CH:22]=2)[CH2:3][CH2:2]1.[CH2:28]=O.Cl. The catalyst is CO. The product is [CH:1]1([CH2:4][N:5]2[CH2:28][C:27]3[C:18]4=[C:19]([C:20](=[O:24])[N:21]([CH3:23])[CH:22]=[C:17]4[C:7]4[CH:8]=[C:9]([S:12]([CH2:15][CH3:16])(=[O:13])=[O:14])[CH:10]=[CH:11][C:6]2=4)[NH:25][CH:26]=3)[CH2:3][CH2:2]1. The yield is 0.710. (8) The reactants are [CH2:1]1[C:5]2([CH2:10][CH2:9][NH:8][CH2:7][CH2:6]2)[CH2:4][CH2:3][N:2]1[C:11]([C:13]1[CH:18]=[CH:17][C:16]([C:19]2[O:20][C:21]3[C:27]([CH:28]([CH3:30])[CH3:29])=[CH:26][C:25]([C:31]#[N:32])=[CH:24][C:22]=3[N:23]=2)=[CH:15][CH:14]=1)=[O:12].C(N(C(C)C)CC)(C)C.[F:42][C:43]([F:53])([F:52])[C:44]1[CH:51]=[CH:50][C:47]([CH2:48]Br)=[CH:46][CH:45]=1. The catalyst is ClCCl. The product is [CH:28]([C:27]1[C:21]2[O:20][C:19]([C:16]3[CH:15]=[CH:14][C:13]([C:11]([N:2]4[CH2:3][CH2:4][C:5]5([CH2:10][CH2:9][N:8]([CH2:48][C:47]6[CH:46]=[CH:45][C:44]([C:43]([F:42])([F:52])[F:53])=[CH:51][CH:50]=6)[CH2:7][CH2:6]5)[CH2:1]4)=[O:12])=[CH:18][CH:17]=3)=[N:23][C:22]=2[CH:24]=[C:25]([C:31]#[N:32])[CH:26]=1)([CH3:30])[CH3:29]. The yield is 0.790.